This data is from Full USPTO retrosynthesis dataset with 1.9M reactions from patents (1976-2016). The task is: Predict the reactants needed to synthesize the given product. Given the product [CH3:30][O:31][C:32]([C@H:33]1[C@@H:34]([CH3:35])[N:37]1[S:38]([C:41]1[CH:46]=[CH:45][C:44]([O:47][CH2:48][C:49]2[CH:50]=[C:51]([F:56])[CH:52]=[C:53]([F:55])[CH:54]=2)=[CH:43][CH:42]=1)(=[O:39])=[O:40])=[O:57], predict the reactants needed to synthesize it. The reactants are: C1(P(C2C=CC=CC=2)C2C=CC=CC=2)C=CC=CC=1.N(C(OC)=O)=NC(OC)=O.[CH3:30][O:31][C:32](=[O:57])[C@H:33]([NH:37][S:38]([C:41]1[CH:46]=[CH:45][C:44]([O:47][CH2:48][C:49]2[CH:54]=[C:53]([F:55])[CH:52]=[C:51]([F:56])[CH:50]=2)=[CH:43][CH:42]=1)(=[O:40])=[O:39])[C@@H:34](O)[CH3:35].